This data is from Full USPTO retrosynthesis dataset with 1.9M reactions from patents (1976-2016). The task is: Predict the reactants needed to synthesize the given product. Given the product [N:31]1[CH:32]=[CH:33][CH:34]=[CH:35][C:30]=1[CH:27]([C:19]1[C:20]2[CH:26]=[CH:25][CH:24]=[CH:23][C:21]=2[S:22][C:18]=1[CH2:17][CH2:16][OH:15])[CH3:28], predict the reactants needed to synthesize it. The reactants are: [Na+].[I-].C[Si](Cl)(C)C.C([O:15][CH2:16][CH2:17][C:18]1[S:22][C:21]2[CH:23]=[CH:24][CH:25]=[CH:26][C:20]=2[C:19]=1[C:27]([C:30]1[CH:35]=[CH:34][CH:33]=[CH:32][N:31]=1)(O)[CH3:28])C1C=CC=CC=1.C([O-])(O)=O.[Na+].